Dataset: Forward reaction prediction with 1.9M reactions from USPTO patents (1976-2016). Task: Predict the product of the given reaction. (1) Given the reactants Cl[C:2]1[CH:7]=[C:6]([F:8])[CH:5]=[CH:4][N:3]=1.[C:9]([CH:11]1[CH2:13][CH2:12]1)#[CH:10].N#N.C(N(CC)CC)C, predict the reaction product. The product is: [CH:11]1([C:9]#[C:10][C:2]2[CH:7]=[C:6]([F:8])[CH:5]=[CH:4][N:3]=2)[CH2:13][CH2:12]1. (2) The product is: [CH2:61]([O:60][C:58](=[O:59])/[CH:57]=[CH:56]/[C:14]1[C:15]([CH3:22])([CH3:21])[C@H:16]2[C@:11]([CH3:31])([CH2:12][CH:13]=1)[CH:10]1[C@:19]([CH3:20])([C@@:2]3([CH3:1])[C@H:7]([CH2:8][CH2:9]1)[C@H:6]1[C@H:32]([C:35]([CH3:37])=[CH2:36])[CH2:33][CH2:34][C@:5]1([C:64]([O:66][CH2:1][C:2]1[CH:7]=[CH:6][CH:5]=[CH:4][CH:3]=1)=[O:67])[CH2:4][CH2:3]3)[CH2:18][CH2:17]2)[CH3:62]. Given the reactants [CH3:1][C@:2]12[C@@:19]3([CH3:20])[CH:10]([C@:11]4([CH3:31])[C@@H:16]([CH2:17][CH2:18]3)[C:15]([CH3:22])([CH3:21])[C:14](OS(C(F)(F)F)(=O)=O)=[CH:13][CH2:12]4)[CH2:9][CH2:8][C@@H:7]1[C@H:6]1[C@H:32]([C:35]([CH3:37])=[CH2:36])[CH2:33][CH2:34][C@:5]1(C(OCC1C=CC=CC=1)=O)[CH2:4][CH2:3]2.CC1(C)C(C)(C)OB(/[CH:56]=[CH:57]/[C:58]([O:60][CH2:61][CH3:62])=[O:59])O1.[C:64](=[O:67])([O-:66])[O-].[Na+].[Na+], predict the reaction product. (3) Given the reactants Cl.[N:2]1[CH:7]=[CH:6][CH:5]=[CH:4][C:3]=1[C:8]1[CH2:9][CH2:10][NH:11][CH2:12][CH:13]=1.C=O.[CH:16]1([C:22]([NH2:24])=[O:23])[CH2:21][CH2:20][CH2:19][CH2:18][CH2:17]1.[C:25](=O)([O-])[O-].[K+].[K+], predict the reaction product. The product is: [N:2]1[CH:7]=[CH:6][CH:5]=[CH:4][C:3]=1[C:8]1[CH2:9][CH2:10][N:11]([CH2:25][NH:24][C:22]([CH:16]2[CH2:21][CH2:20][CH2:19][CH2:18][CH2:17]2)=[O:23])[CH2:12][CH:13]=1.